The task is: Predict the product of the given reaction.. This data is from Forward reaction prediction with 1.9M reactions from USPTO patents (1976-2016). (1) Given the reactants C(OC([N:8]([CH2:21][C@@H:22]1[C@@H:26]([C:27]2[CH:32]=[CH:31][CH:30]=[CH:29][CH:28]=2)[CH2:25][N:24]([C:33]([N:35]2[CH2:40][CH2:39][CH:38]([C:41]([OH:43])=[O:42])[CH2:37][CH2:36]2)=[O:34])[CH2:23]1)[C@@H:9]([C:11]1[C:20]2[C:15](=[CH:16][CH:17]=[CH:18][CH:19]=2)[CH:14]=[CH:13][CH:12]=1)[CH3:10])=O)(C)(C)C.[ClH:44].O1CCOCC1, predict the reaction product. The product is: [ClH:44].[C:11]1([C@H:9]([NH:8][CH2:21][C@@H:22]2[C@@H:26]([C:27]3[CH:28]=[CH:29][CH:30]=[CH:31][CH:32]=3)[CH2:25][N:24]([C:33]([N:35]3[CH2:40][CH2:39][CH:38]([C:41]([OH:43])=[O:42])[CH2:37][CH2:36]3)=[O:34])[CH2:23]2)[CH3:10])[C:20]2[C:15](=[CH:16][CH:17]=[CH:18][CH:19]=2)[CH:14]=[CH:13][CH:12]=1. (2) Given the reactants [Cl:1][C:2]1[CH:7]=[CH:6][C:5]([C:8]#[C:9][C:10]2[CH:30]=[CH:29][C:13]([CH2:14][NH:15][C:16]3[CH:28]=[CH:27][C:19]4[O:20][C:21]([CH3:26])([CH3:25])[O:22][C:23](=[O:24])[C:18]=4[CH:17]=3)=[CH:12][CH:11]=2)=[CH:4][CH:3]=1.[F:31][C:32]1[CH:33]=[C:34]([CH:38]=[CH:39][CH:40]=1)[C:35](Cl)=[O:36], predict the reaction product. The product is: [Cl:1][C:2]1[CH:3]=[CH:4][C:5]([C:8]#[C:9][C:10]2[CH:30]=[CH:29][C:13]([CH2:14][N:15]([C:16]3[CH:28]=[CH:27][C:19]4[O:20][C:21]([CH3:26])([CH3:25])[O:22][C:23](=[O:24])[C:18]=4[CH:17]=3)[C:35](=[O:36])[C:34]3[CH:38]=[CH:39][CH:40]=[C:32]([F:31])[CH:33]=3)=[CH:12][CH:11]=2)=[CH:6][CH:7]=1. (3) Given the reactants [Br:1][C:2]1[CH:11]=[CH:10][C:5]([C:6]([O:8][CH3:9])=[O:7])=[CH:4][C:3]=1[OH:12].[CH:13]1([CH2:16]O)[CH2:15][CH2:14]1, predict the reaction product. The product is: [Br:1][C:2]1[CH:11]=[CH:10][C:5]([C:6]([O:8][CH3:9])=[O:7])=[CH:4][C:3]=1[O:12][CH2:16][CH:13]1[CH2:15][CH2:14]1. (4) Given the reactants [C:1]([C:4]1[C:9]2[NH:10][C:11]3[C:16]([C:8]=2[C:7]([C:27]2[C:28]([CH3:45])=[C:29]([NH:33][CH2:34][C:35]4[CH:43]=[CH:42][C:41]([Cl:44])=[CH:40][C:36]=4[C:37]([OH:39])=O)[CH:30]=[CH:31][CH:32]=2)=[CH:6][N:5]=1)=[CH:15][CH:14]=[C:13]([NH:17][C:18]([O:20][CH2:21][CH2:22][Si:23]([CH3:26])([CH3:25])[CH3:24])=[O:19])[CH:12]=3)(=[O:3])[NH2:2].CCN(C(C)C)C(C)C.CN1CCOCC1.F[P-](F)(F)(F)(F)F.N1(O[P+](N(C)C)(N(C)C)N(C)C)C2C=CC=CC=2N=N1, predict the reaction product. The product is: [C:1]([C:4]1[C:9]2[NH:10][C:11]3[C:16]([C:8]=2[C:7]([C:27]2[CH:32]=[CH:31][CH:30]=[C:29]([N:33]4[CH2:34][C:35]5[C:36](=[CH:40][C:41]([Cl:44])=[CH:42][CH:43]=5)[C:37]4=[O:39])[C:28]=2[CH3:45])=[CH:6][N:5]=1)=[CH:15][CH:14]=[C:13]([NH:17][C:18](=[O:19])[O:20][CH2:21][CH2:22][Si:23]([CH3:26])([CH3:25])[CH3:24])[CH:12]=3)(=[O:3])[NH2:2].